From a dataset of NCI-60 drug combinations with 297,098 pairs across 59 cell lines. Regression. Given two drug SMILES strings and cell line genomic features, predict the synergy score measuring deviation from expected non-interaction effect. (1) Drug 1: CNC(=O)C1=CC=CC=C1SC2=CC3=C(C=C2)C(=NN3)C=CC4=CC=CC=N4. Synergy scores: CSS=39.1, Synergy_ZIP=5.58, Synergy_Bliss=7.24, Synergy_Loewe=1.44, Synergy_HSA=7.55. Drug 2: COCCOC1=C(C=C2C(=C1)C(=NC=N2)NC3=CC=CC(=C3)C#C)OCCOC.Cl. Cell line: TK-10. (2) Drug 1: C1=CC(=CC=C1CC(C(=O)O)N)N(CCCl)CCCl.Cl. Drug 2: CCCS(=O)(=O)NC1=C(C(=C(C=C1)F)C(=O)C2=CNC3=C2C=C(C=N3)C4=CC=C(C=C4)Cl)F. Cell line: MDA-MB-435. Synergy scores: CSS=8.81, Synergy_ZIP=-3.91, Synergy_Bliss=-2.24, Synergy_Loewe=-24.1, Synergy_HSA=-6.69. (3) Drug 1: CCC1(C2=C(COC1=O)C(=O)N3CC4=CC5=C(C=CC(=C5CN(C)C)O)N=C4C3=C2)O.Cl. Drug 2: N.N.Cl[Pt+2]Cl. Cell line: TK-10. Synergy scores: CSS=28.9, Synergy_ZIP=-6.78, Synergy_Bliss=-0.955, Synergy_Loewe=-5.79, Synergy_HSA=2.12. (4) Drug 1: C1=C(C(=O)NC(=O)N1)F. Cell line: MOLT-4. Synergy scores: CSS=28.7, Synergy_ZIP=9.97, Synergy_Bliss=4.97, Synergy_Loewe=3.45, Synergy_HSA=5.53. Drug 2: C1=CC(=CC=C1C#N)C(C2=CC=C(C=C2)C#N)N3C=NC=N3. (5) Synergy scores: CSS=53.1, Synergy_ZIP=2.84, Synergy_Bliss=0.621, Synergy_Loewe=-14.3, Synergy_HSA=-1.11. Drug 2: C(CCl)NC(=O)N(CCCl)N=O. Drug 1: CC1=C2C(C(=O)C3(C(CC4C(C3C(C(C2(C)C)(CC1OC(=O)C(C(C5=CC=CC=C5)NC(=O)C6=CC=CC=C6)O)O)OC(=O)C7=CC=CC=C7)(CO4)OC(=O)C)O)C)OC(=O)C. Cell line: HCC-2998.